Dataset: Reaction yield outcomes from USPTO patents with 853,638 reactions. Task: Predict the reaction yield, written as a fraction of the theoretical maximum amount of product (1.0 means a 100% yield; for example, 0.34 means a 34% yield). (1) The reactants are [NH2:1][C:2]1[CH:10]=[C:9]2[C:5]([CH:6]=[N:7][NH:8]2)=[CH:4][CH:3]=1.CCN(C(C)C)C(C)C.[Cl:20][C:21]1[CH:29]=[CH:28][CH:27]=[C:26]([F:30])[C:22]=1[C:23](Cl)=[O:24].[Li+].[OH-]. The catalyst is C(Cl)Cl.CCOC(C)=O.C1COCC1. The product is [Cl:20][C:21]1[CH:29]=[CH:28][CH:27]=[C:26]([F:30])[C:22]=1[C:23]([NH:1][C:2]1[CH:10]=[C:9]2[C:5]([CH:6]=[N:7][NH:8]2)=[CH:4][CH:3]=1)=[O:24]. The yield is 0.600. (2) The reactants are [NH2:1][C:2]1[CH:15]=[CH:14][C:5]([O:6][C:7]2[CH:12]=[CH:11][N:10]=[C:9]([NH2:13])[CH:8]=2)=[CH:4][CH:3]=1.[CH3:16][N:17]1[C:21]([CH3:22])=[C:20]([C:23](O)=[O:24])[C:19](=[O:26])[N:18]1[C:27]1[CH:32]=[CH:31][CH:30]=[CH:29][CH:28]=1.CCN=C=NCCCN(C)C.C1C=NC2N(O)N=NC=2C=1. The catalyst is C(Cl)Cl. The product is [NH2:13][C:9]1[CH:8]=[C:7]([O:6][C:5]2[CH:14]=[CH:15][C:2]([NH:1][C:23]([C:20]3[C:19](=[O:26])[N:18]([C:27]4[CH:28]=[CH:29][CH:30]=[CH:31][CH:32]=4)[N:17]([CH3:16])[C:21]=3[CH3:22])=[O:24])=[CH:3][CH:4]=2)[CH:12]=[CH:11][N:10]=1. The yield is 0.492.